This data is from Full USPTO retrosynthesis dataset with 1.9M reactions from patents (1976-2016). The task is: Predict the reactants needed to synthesize the given product. Given the product [CH2:10]([O:12][C:13]1[N:23]=[CH:22][C:21]([S:24]([N:27]2[CH2:28][CH2:29][N:30]([CH2:33][CH3:34])[CH2:31][CH2:32]2)(=[O:26])=[O:25])=[CH:20][C:14]=1[CH:15]=[O:16])[CH3:11], predict the reactants needed to synthesize it. The reactants are: CC(C[AlH]CC(C)C)C.[CH2:10]([O:12][C:13]1[N:23]=[CH:22][C:21]([S:24]([N:27]2[CH2:32][CH2:31][N:30]([CH2:33][CH3:34])[CH2:29][CH2:28]2)(=[O:26])=[O:25])=[CH:20][C:14]=1[C:15](OCC)=[O:16])[CH3:11].O.C(OCC)(=O)C.